Task: Predict the product of the given reaction.. Dataset: Forward reaction prediction with 1.9M reactions from USPTO patents (1976-2016) (1) Given the reactants C[Si]([C:5]#[C:6][C:7]1[N:11]2[C:12]3[C:17]([N:18]=[C:19]([NH:20][CH2:21][CH2:22][CH2:23][OH:24])[C:10]2=[N:9][CH:8]=1)=[CH:16][C:15]([C:25]([F:28])([F:27])[F:26])=[CH:14][CH:13]=3)(C)C.C(=O)([O-])[O-].[K+].[K+], predict the reaction product. The product is: [C:6]([C:7]1[N:11]2[C:12]3[C:17]([N:18]=[C:19]([NH:20][CH2:21][CH2:22][CH2:23][OH:24])[C:10]2=[N:9][CH:8]=1)=[CH:16][C:15]([C:25]([F:26])([F:27])[F:28])=[CH:14][CH:13]=3)#[CH:5]. (2) Given the reactants [Br:1][C:2]1[CH:7]=[C:6]([Cl:8])[N:5]=[N:4][C:3]=1[NH2:9].Br[CH2:11][C:12]([C:14]1[CH:19]=[CH:18][CH:17]=[CH:16][C:15]=1[C:20]([F:23])([F:22])[F:21])=O, predict the reaction product. The product is: [Br:1][C:2]1[C:3]2[N:4]([CH:11]=[C:12]([C:14]3[CH:19]=[CH:18][CH:17]=[CH:16][C:15]=3[C:20]([F:21])([F:22])[F:23])[N:9]=2)[N:5]=[C:6]([Cl:8])[CH:7]=1. (3) Given the reactants [Br:1][C:2]1[CH:10]=[C:9]([CH3:11])[CH:8]=[C:7]2[C:3]=1[CH:4]=[N:5][N:6]2[C:12]1[CH:17]=[CH:16][CH:15]=[CH:14][C:13]=1F.C1(NN=CC2C(Br)=CC(C)=CC=2Br)C=CC=CC=1, predict the reaction product. The product is: [Br:1][C:2]1[CH:10]=[C:9]([CH3:11])[CH:8]=[C:7]2[C:3]=1[CH:4]=[N:5][N:6]2[C:12]1[CH:13]=[CH:14][CH:15]=[CH:16][CH:17]=1. (4) Given the reactants C([N+](CCCC)(CCCC)CCCC)CCC.[P:18]([O:22][CH2:23][C@@H:24]1[C@@H:28]([O:29][P:30]([O:33][CH2:34][C@@H:35]2[C@@H:39]([OH:40])[C@@H:38]([OH:41])[C@H:37]([N:42]3[CH:50]=[N:49][C:48]4[C:43]3=[N:44][CH:45]=[N:46][C:47]=4[NH2:51])[O:36]2)([OH:32])=[O:31])[CH2:27][C@H:26]([N:52]2[CH:57]=[CH:56][C:55]([NH2:58])=[N:54][C:53]2=[O:59])[O:25]1)([OH:21])([OH:20])=[O:19].[N:60]([C:63]1[CH:95]=[CH:94][C:66]([CH2:67][O:68][C:69]([NH:71][CH2:72][C@@H:73]([S:91][S:92][CH3:93])[CH2:74][CH2:75][C@H:76]([NH:83][C:84]([O:86][C:87]([CH3:90])([CH3:89])[CH3:88])=[O:85])[C:77](OCC#N)=[O:78])=[O:70])=[CH:65][CH:64]=1)=[N+:61]=[N-:62], predict the reaction product. The product is: [N:60]([C:63]1[CH:64]=[CH:65][C:66]([CH2:67][O:68][C:69]([NH:71][CH2:72][C@H:73]([S:91][S:92][CH3:93])[CH2:74][CH2:75][C@@H:76]([NH:83][C:84]([O:86][C:87]([CH3:89])([CH3:90])[CH3:88])=[O:85])[C:77]([O:40][C@H:39]2[C@@H:38]([OH:41])[C@@H:37]([N:42]3[CH:50]=[N:49][C:48]4[C:43]3=[N:44][CH:45]=[N:46][C:47]=4[NH2:51])[O:36][C@H:35]2[CH2:34][O:33][P:30]([O:29][C@H:28]2[CH2:27][C@H:26]([N:52]3[CH:57]=[CH:56][C:55]([NH2:58])=[N:54][C:53]3=[O:59])[O:25][C@@H:24]2[CH2:23][O:22][P:18]([OH:21])([OH:20])=[O:19])([OH:32])=[O:31])=[O:78])=[O:70])=[CH:94][CH:95]=1)=[N+:61]=[N-:62]. (5) Given the reactants [Cl:1][C:2]1[C:11]2[C:6](=[CH:7][C:8](F)=[CH:9][CH:10]=2)[C:5]([O:13][CH3:14])=[CH:4][N:3]=1.[CH3:15][NH:16][CH3:17].C1COCC1, predict the reaction product. The product is: [Cl:1][C:2]1[C:11]2[C:6](=[CH:7][C:8]([N:16]([CH3:17])[CH3:15])=[CH:9][CH:10]=2)[C:5]([O:13][CH3:14])=[CH:4][N:3]=1. (6) Given the reactants O1C2C=CC(CO[C:13](=O)[NH:14][CH:15]3[CH2:20][CH2:19][N:18]([CH2:21][CH2:22][N:23]4[C:32]5[C:27](=[CH:28][CH:29]=[C:30]([O:33][CH3:34])[N:31]=5)[CH:26]=[CH:25][C:24]4=[O:35])[CH2:17][CH2:16]3)=CC=2OCC1.[ClH:37].[C:38]([O:41][CH2:42][CH3:43])(=O)[CH3:39], predict the reaction product. The product is: [ClH:37].[O:41]1[C:38]2[CH:39]=[CH:27][C:28]([CH2:13][NH:14][CH:15]3[CH2:16][CH2:17][N:18]([CH2:21][CH2:22][N:23]4[C:32]5[C:27](=[CH:28][CH:29]=[C:30]([O:33][CH3:34])[N:31]=5)[CH:26]=[CH:25][C:24]4=[O:35])[CH2:19][CH2:20]3)=[CH:29][C:30]=2[O:33][CH2:43][CH2:42]1. (7) Given the reactants [CH3:1][O:2][C@H:3]1[CH2:8][CH2:7][N:6](C(OC(C)(C)C)=O)[CH2:5][C@H:4]1[CH3:16].[C:17]([OH:23])([C:19]([F:22])([F:21])[F:20])=[O:18], predict the reaction product. The product is: [F:20][C:19]([F:22])([F:21])[C:17]([OH:23])=[O:18].[CH3:1][O:2][C@H:3]1[CH2:8][CH2:7][NH:6][CH2:5][C@H:4]1[CH3:16].